This data is from Forward reaction prediction with 1.9M reactions from USPTO patents (1976-2016). The task is: Predict the product of the given reaction. (1) Given the reactants [C:1]12([CH2:11][O:12][C:13]3[C:21]([CH:22]4[CH2:24][CH2:23]4)=[CH:20][C:16]([C:17]([OH:19])=O)=[C:15]([F:25])[CH:14]=3)[CH2:10][CH:5]3[CH2:6][CH:7]([CH2:9][CH:3]([CH2:4]3)[CH2:2]1)[CH2:8]2.FC(F)(F)C([O:30][CH2:31][CH2:32][CH2:33][NH:34][S:35](=[O:38])(=[O:37])[NH2:36])=O.C(=O)([O-])[O-].[Na+].[Na+].Cl, predict the reaction product. The product is: [C:1]12([CH2:11][O:12][C:13]3[C:21]([CH:22]4[CH2:23][CH2:24]4)=[CH:20][C:16]([C:17]([NH:36][S:35](=[O:38])(=[O:37])[NH:34][CH2:33][CH2:32][CH2:31][OH:30])=[O:19])=[C:15]([F:25])[CH:14]=3)[CH2:8][CH:7]3[CH2:9][CH:3]([CH2:4][CH:5]([CH2:6]3)[CH2:10]1)[CH2:2]2. (2) Given the reactants [N+:1]([CH:3]([CH3:11])[C:4]([O:6][CH2:7][CH2:8][CH2:9][CH3:10])=[O:5])#[C-:2].C(N(CCCC)CCCC)CCC, predict the reaction product. The product is: [CH3:11][C:3]1[N:1]=[CH:2][O:5][C:4]=1[O:6][CH2:7][CH2:8][CH2:9][CH3:10]. (3) Given the reactants [C:1]([O:5][C:6]([N:8]1[CH2:13][CH2:12][N:11]([C:14]2[CH:19]=[C:18]([C:20]3[CH:25]=[CH:24][CH:23]=[C:22]([C:26]([F:29])([F:28])[F:27])[CH:21]=3)[N:17]=[C:16](S(C)(=O)=O)[N:15]=2)[CH2:10][CH2:9]1)=[O:7])([CH3:4])([CH3:3])[CH3:2].[C-:34]#[N:35].[Na+], predict the reaction product. The product is: [C:1]([O:5][C:6]([N:8]1[CH2:13][CH2:12][N:11]([C:14]2[CH:19]=[C:18]([C:20]3[CH:25]=[CH:24][CH:23]=[C:22]([C:26]([F:29])([F:28])[F:27])[CH:21]=3)[N:17]=[C:16]([C:34]#[N:35])[N:15]=2)[CH2:10][CH2:9]1)=[O:7])([CH3:4])([CH3:3])[CH3:2]. (4) Given the reactants [Br:1][C:2]1[N:7]=[C:6]([N+:8]([O-:10])=[O:9])[C:5]([OH:11])=[CH:4][CH:3]=1.[H-].[Na+].[CH:14]1[CH:19]=[CH:18][C:17]([CH2:20]Br)=[CH:16][CH:15]=1, predict the reaction product. The product is: [CH2:20]([O:11][C:5]1[C:6]([N+:8]([O-:10])=[O:9])=[N:7][C:2]([Br:1])=[CH:3][CH:4]=1)[C:17]1[CH:18]=[CH:19][CH:14]=[CH:15][CH:16]=1. (5) Given the reactants [CH3:1][C:2]([CH3:13])([CH3:12])[CH2:3][C:4]1[O:8][N:7]=[C:6]([C:9]([OH:11])=O)[CH:5]=1.C1C=CC2N(O)N=NC=2C=1.C(Cl)CCl.[C:28]([NH2:32])([CH3:31])([CH3:30])[CH3:29], predict the reaction product. The product is: [C:28]([NH:32][C:9]([C:6]1[CH:5]=[C:4]([CH2:3][C:2]([CH3:1])([CH3:13])[CH3:12])[O:8][N:7]=1)=[O:11])([CH3:31])([CH3:30])[CH3:29].